Dataset: Reaction yield outcomes from USPTO patents with 853,638 reactions. Task: Predict the reaction yield, written as a fraction of the theoretical maximum amount of product (1.0 means a 100% yield; for example, 0.34 means a 34% yield). (1) The reactants are [OH:1][CH2:2][C@@H:3]1[C:11]2[C:6](=[CH:7][CH:8]=[CH:9][CH:10]=2)[CH2:5][C@H:4]1[NH:12][C:13](=[O:19])[O:14][C:15]([CH3:18])([CH3:17])[CH3:16].[OH-:20].[Na+].[OH2:22]. The catalyst is C(Cl)Cl.S([O-])(O)(=O)=O.C([N+](CCCC)(CCCC)CCCC)CCC. The product is [C:15]([O:14][C:13]([NH:12][C@@H:4]1[CH2:5][C:6]2[C:11](=[CH:10][CH:9]=[CH:8][CH:7]=2)[C@H:3]1[CH2:2][O:1][CH:6]([CH3:7])[C:5]([O:22][C:3]([CH3:11])([CH3:4])[CH3:2])=[O:20])=[O:19])([CH3:16])([CH3:18])[CH3:17]. The yield is 0.640. (2) The reactants are [OH:1][CH:2]([C:4]1[O:8][N:7]=[C:6]([C:9]([OH:11])=O)[CH:5]=1)[CH3:3].[NH2:12][C@@H:13]([CH3:29])[CH2:14][N:15]1[CH:19]=[CH:18][C:17]([C:20]2[CH:27]=[CH:26][C:23]([C:24]#[N:25])=[C:22]([Cl:28])[CH:21]=2)=[N:16]1. No catalyst specified. The product is [Cl:28][C:22]1[CH:21]=[C:20]([C:17]2[CH:18]=[CH:19][N:15]([CH2:14][C@@H:13]([NH:12][C:9]([C:6]3[CH:5]=[C:4]([CH:2]([OH:1])[CH3:3])[O:8][N:7]=3)=[O:11])[CH3:29])[N:16]=2)[CH:27]=[CH:26][C:23]=1[C:24]#[N:25]. The yield is 0.461. (3) The yield is 0.0300. The reactants are [CH3:1][O:2][C:3]([C:5]1[C:13]2[C:8](=[N:9][CH:10]=[C:11](B(O)O)[CH:12]=2)[N:7]([CH2:17][O:18][CH2:19][CH2:20][Si:21]([CH3:24])([CH3:23])[CH3:22])[N:6]=1)=[O:4].[NH:25]1[CH2:30][CH2:29][O:28][CH2:27][CH2:26]1.N1C=CC=CC=1. The product is [O:28]1[CH2:29][CH2:30][N:25]([C:11]2[CH:12]=[C:13]3[C:5]([C:3]([O:2][CH3:1])=[O:4])=[N:6][N:7]([CH2:17][O:18][CH2:19][CH2:20][Si:21]([CH3:24])([CH3:23])[CH3:22])[C:8]3=[N:9][CH:10]=2)[CH2:26][CH2:27]1. The catalyst is CN(C=O)C.[Cl-].[NH4+].O.C([O-])(=O)C.[Cu+2].C([O-])(=O)C. (4) The reactants are F[C:2]1[CH:3]=[CH:4][C:5]([N+:21]([O-:23])=[O:22])=[C:6]([N:8]2[CH2:13][CH2:12][N:11](C(OC(C)(C)C)=O)[CH2:10][CH2:9]2)[CH:7]=1.[Cl:24][C:25]1[CH:26]=[C:27]([CH:30]=[CH:31][CH:32]=1)[CH2:28][NH2:29].C(N(CC)C(C)C)(C)C. The catalyst is C(#N)C. The product is [ClH:24].[Cl:24][C:25]1[CH:26]=[C:27]([CH:30]=[CH:31][CH:32]=1)[CH2:28][NH:29][C:2]1[CH:3]=[CH:4][C:5]([N+:21]([O-:23])=[O:22])=[C:6]([N:8]2[CH2:9][CH2:10][NH:11][CH2:12][CH2:13]2)[CH:7]=1. The yield is 0.410. (5) The reactants are [F:1][C:2]([F:21])([F:20])[C:3]([N:5]1[CH2:10][CH2:9][CH:8]([C:11]2[CH:19]=[CH:18][C:14]([C:15](O)=[O:16])=[CH:13][CH:12]=2)[CH2:7][CH2:6]1)=[O:4].S(Cl)([Cl:24])=O. The catalyst is CN(C=O)C. The product is [F:1][C:2]([F:21])([F:20])[C:3]([N:5]1[CH2:10][CH2:9][CH:8]([C:11]2[CH:19]=[CH:18][C:14]([C:15]([Cl:24])=[O:16])=[CH:13][CH:12]=2)[CH2:7][CH2:6]1)=[O:4]. The yield is 1.00.